From a dataset of HIV replication inhibition screening data with 41,000+ compounds from the AIDS Antiviral Screen. Binary Classification. Given a drug SMILES string, predict its activity (active/inactive) in a high-throughput screening assay against a specified biological target. (1) The compound is COc1cc2cc(C(=O)N3CC(CCl)c4ccc(N(C)C)cc43)[nH]c2c(OC)c1OC. The result is 0 (inactive). (2) The result is 0 (inactive). The compound is Cc1cc(C)nc(NS(=O)(=O)c2ccc(NNc3c4ccccc4nc4c(C(=O)Nc5ccc(S(=O)(=O)NC(=N)N)cc5)cccc34)cc2)n1.